This data is from Reaction yield outcomes from USPTO patents with 853,638 reactions. The task is: Predict the reaction yield, written as a fraction of the theoretical maximum amount of product (1.0 means a 100% yield; for example, 0.34 means a 34% yield). (1) The reactants are Cl.Cl.[C:3]1([C:9]2([N:15]3[CH2:19][CH2:18][CH2:17][CH2:16]3)[CH2:14][CH2:13][NH:12][CH2:11][CH2:10]2)[CH:8]=[CH:7][CH:6]=[CH:5][CH:4]=1.[C:20]([O:24][C:25](=[O:31])[N:26]([CH3:30])[CH2:27][CH:28]=O)([CH3:23])([CH3:22])[CH3:21].C(B)#N.[Na].C(O)(=O)C. The catalyst is CO.CO.C(Cl)(Cl)Cl. The product is [CH3:30][N:26]([CH2:27][CH2:28][N:12]1[CH2:11][CH2:10][C:9]([C:3]2[CH:4]=[CH:5][CH:6]=[CH:7][CH:8]=2)([N:15]2[CH2:16][CH2:17][CH2:18][CH2:19]2)[CH2:14][CH2:13]1)[C:25](=[O:31])[O:24][C:20]([CH3:21])([CH3:23])[CH3:22]. The yield is 0.890. (2) The reactants are Br[C:2]1[S:6][CH:5]=[N:4][C:3]=1[C:7]([O:9]C)=O.Cl.N[C:13]1[C:18]([C:19]([O:21][CH3:22])=[O:20])=[CH:17][CH:16]=[CH:15][C:14]=1B(O)O.C([O-])(=O)C.[Na+].O.C[N:33](C=O)C. The catalyst is C1C=CC(P(C2C=CC=CC=2)[C-]2C=CC=C2)=CC=1.C1C=CC(P(C2C=CC=CC=2)[C-]2C=CC=C2)=CC=1.Cl[Pd]Cl.[Fe+2]. The product is [O:9]=[C:7]1[C:3]2[N:4]=[CH:5][S:6][C:2]=2[C:15]2[CH:16]=[CH:17][C:18]([C:19]([O:21][CH3:22])=[O:20])=[CH:13][C:14]=2[NH:33]1. The yield is 0.390. (3) The reactants are [S:1]1[CH:5]=[CH:4][C:3]([CH2:6][CH2:7][CH2:8][C:9]([OH:11])=O)=[CH:2]1.S(Cl)(Cl)=O. The catalyst is COCCOCCOC.N1C=CC=CC=1. The product is [S:1]1[C:2]2[C:9](=[O:11])[CH2:8][CH2:7][CH2:6][C:3]=2[CH:4]=[CH:5]1. The yield is 0.720.